This data is from Reaction yield outcomes from USPTO patents with 853,638 reactions. The task is: Predict the reaction yield, written as a fraction of the theoretical maximum amount of product (1.0 means a 100% yield; for example, 0.34 means a 34% yield). (1) The reactants are [NH2:1][C:2]1[C:7]([C:8]([C:10]2[CH:11]=[N:12][C:13](F)=[CH:14][CH:15]=2)=[O:9])=[CH:6][C:5]([Br:17])=[CH:4][N:3]=1.[CH3:18][O:19][CH2:20][CH2:21][NH2:22].C(N(CC)CC)C. The catalyst is CCO.O. The product is [NH2:1][C:2]1[C:7]([C:8]([C:10]2[CH:11]=[N:12][C:13]([NH:22][CH2:21][CH2:20][O:19][CH3:18])=[CH:14][CH:15]=2)=[O:9])=[CH:6][C:5]([Br:17])=[CH:4][N:3]=1. The yield is 0.860. (2) The reactants are [OH:1][C:2]1[C:11]2[C:6](=[N:7][CH:8]=[CH:9][N:10]=2)[NH:5][C:4](=[O:12])[C:3]=1[C:13]([O:15][CH2:16][CH3:17])=[O:14].[H-].[Na+].[CH2:20](Br)[C:21]1[CH:26]=[CH:25][CH:24]=[CH:23][CH:22]=1.Cl. The catalyst is CN(C)C=O.O. The product is [OH:1][C:2]1[C:11]2[C:6](=[N:7][CH:8]=[CH:9][N:10]=2)[N:5]([CH2:20][C:21]2[CH:26]=[CH:25][CH:24]=[CH:23][CH:22]=2)[C:4](=[O:12])[C:3]=1[C:13]([O:15][CH2:16][CH3:17])=[O:14]. The yield is 0.600. (3) The reactants are Br[C:2]1[N:3]=[CH:4][N:5]([N:7]([CH2:15][CH3:16])[C:8](=[O:14])[O:9][C:10]([CH3:13])([CH3:12])[CH3:11])[CH:6]=1.[N:17]1[CH:22]=[CH:21][CH:20]=[C:19](B(O)O)[CH:18]=1.C(=O)([O-])[O-].[K+].[K+].O. The catalyst is C1(C)C=CC=CC=1.C(O)C. The product is [CH2:15]([N:7]([N:5]1[CH:6]=[C:2]([C:19]2[CH:18]=[N:17][CH:22]=[CH:21][CH:20]=2)[N:3]=[CH:4]1)[C:8](=[O:14])[O:9][C:10]([CH3:13])([CH3:12])[CH3:11])[CH3:16]. The yield is 0.320.